Dataset: Forward reaction prediction with 1.9M reactions from USPTO patents (1976-2016). Task: Predict the product of the given reaction. (1) Given the reactants [CH:1]([C:3]1[S:7][C:6]([NH:8][C:9](=[O:11])[CH3:10])=[N:5][CH:4]=1)=O.[CH3:12][CH:13]1[CH2:18][CH2:17][NH:16][CH2:15][CH2:14]1, predict the reaction product. The product is: [CH3:12][CH:13]1[CH2:18][CH2:17][N:16]([CH2:1][C:3]2[S:7][C:6]([NH:8][C:9](=[O:11])[CH3:10])=[N:5][CH:4]=2)[CH2:15][CH2:14]1. (2) Given the reactants Cl.[Cl:2][C:3]1[CH:8]=[CH:7][C:6]([NH:9]N)=[CH:5][CH:4]=1.BrCC([O:15][CH2:16][CH3:17])=O.Cl[C:19]1[CH:24]=[CH:23][C:22]([N:25](CC(OCC)=O)N)=[CH:21][CH:20]=1.C(OC(OCC)CCCNC)C.ClC1C=C2[C:52](=[CH:53][CH:54]=1)[N:51]([CH2:55][C:56](OCC)=O)[CH:50]=C2CCNC.C=O.C(O)(C(F)(F)F)=O.ClC1C=C2C(=CC=1)N(CC(O)=O)C1CN(C)CCC2=1.C1(N)CCCCC1.CCN=C=NCCCN(C)C, predict the reaction product. The product is: [Cl:2][C:3]1[CH:8]=[C:7]2[C:6](=[CH:5][CH:4]=1)[N:9]([CH2:17][C:16]([NH:25][CH:22]1[CH2:21][CH2:20][CH2:19][CH2:24][CH2:23]1)=[O:15])[C:53]1[CH2:52][N:51]([CH3:50])[CH2:55][CH2:56][C:54]2=1. (3) Given the reactants [C:1](=[O:14])([O-])[O:2][C:3]1[CH:8]=CC=C[C:4]=1C(C)(C)C.[NH2:15][CH2:16][CH2:17][CH2:18][CH2:19][CH2:20][CH2:21][NH2:22].[CH2:23](O)C, predict the reaction product. The product is: [C:1]([NH:15][CH2:16][CH2:17][CH2:18][CH2:19][CH2:20][CH2:21][NH2:22])([O:2][C:3]([CH3:4])([CH3:8])[CH3:23])=[O:14]. (4) The product is: [CH3:47][S:48]([O:1][CH2:2][C:3]1[CH:8]=[CH:7][C:6]([C:9]2[CH:10]=[C:11]3[C:16](=[C:17]([O:19][CH2:20][O:21][CH2:22][CH2:23][Si:24]([CH3:26])([CH3:27])[CH3:25])[CH:18]=2)[N:15]=[CH:14][N:13]([CH2:28][O:29][CH2:30][CH2:31][Si:32]([CH3:35])([CH3:34])[CH3:33])[C:12]3=[O:36])=[C:5]([CH2:37][O:38][CH3:39])[CH:4]=1)(=[O:50])=[O:49]. Given the reactants [OH:1][CH2:2][C:3]1[CH:8]=[CH:7][C:6]([C:9]2[CH:10]=[C:11]3[C:16](=[C:17]([O:19][CH2:20][O:21][CH2:22][CH2:23][Si:24]([CH3:27])([CH3:26])[CH3:25])[CH:18]=2)[N:15]=[CH:14][N:13]([CH2:28][O:29][CH2:30][CH2:31][Si:32]([CH3:35])([CH3:34])[CH3:33])[C:12]3=[O:36])=[C:5]([CH2:37][O:38][CH3:39])[CH:4]=1.C(N(CC)CC)C.[CH3:47][S:48](Cl)(=[O:50])=[O:49], predict the reaction product. (5) The product is: [NH2:1][C@H:2]([C:29]([OH:31])=[O:30])[CH2:3][CH2:4][CH2:5][CH2:6][NH:7][C:8]([C:23]1[CH:28]=[CH:27][CH:26]=[CH:25][CH:24]=1)([C:17]1[CH:22]=[CH:21][CH:20]=[CH:19][CH:18]=1)[C:9]1[CH:16]=[CH:15][C:12]([O:13][CH3:14])=[CH:11][CH:10]=1. Given the reactants [NH:1](C(OCC1C2C(=CC=CC=2)C2C1=CC=CC=2)=O)[C@H:2]([C:29]([OH:31])=[O:30])[CH2:3][CH2:4][CH2:5][CH2:6][NH:7][C:8]([C:23]1[CH:28]=[CH:27][CH:26]=[CH:25][CH:24]=1)([C:17]1[CH:22]=[CH:21][CH:20]=[CH:19][CH:18]=1)[C:9]1[CH:16]=[CH:15][C:12]([O:13][CH3:14])=[CH:11][CH:10]=1.C(Cl)Cl.C(#N)C.C(NCC)C.N[C@H](C(O)=O)CCCCN, predict the reaction product. (6) Given the reactants Cl[C:2]1[C:11]2[C:6](=[CH:7][C:8]([O:16][CH3:17])=[C:9]([C:12]([O:14][CH3:15])=[O:13])[CH:10]=2)[N:5]=[CH:4][CH:3]=1.[OH:18][C:19]1[CH:20]=[C:21]2[C:25](=[CH:26][CH:27]=1)[NH:24][CH:23]=[CH:22]2.C(N(C(C)C)CC)(C)C, predict the reaction product. The product is: [CH3:15][O:14][C:12]([C:9]1[CH:10]=[C:11]2[C:6](=[CH:7][C:8]=1[O:16][CH3:17])[N:5]=[CH:4][CH:3]=[C:2]2[O:18][C:19]1[CH:20]=[C:21]2[C:25](=[CH:26][CH:27]=1)[NH:24][CH:23]=[CH:22]2)=[O:13].